This data is from Reaction yield outcomes from USPTO patents with 853,638 reactions. The task is: Predict the reaction yield, written as a fraction of the theoretical maximum amount of product (1.0 means a 100% yield; for example, 0.34 means a 34% yield). (1) The reactants are Br[C:2]1[CH:3]=[C:4]2[C:8](=[CH:9][CH:10]=1)[N:7]([CH2:11][CH3:12])[CH:6]=[C:5]2[C:13]#[N:14].[S:15]1[CH:19]=[CH:18][C:17](B(O)O)=[CH:16]1.[F-].[Cs+]. The catalyst is C([O-])(O)=O.[Na+].Cl[Pd](Cl)([P](C1C=CC=CC=1)(C1C=CC=CC=1)C1C=CC=CC=1)[P](C1C=CC=CC=1)(C1C=CC=CC=1)C1C=CC=CC=1. The product is [CH2:11]([N:7]1[C:8]2[C:4](=[CH:3][C:2]([C:17]3[CH:18]=[CH:19][S:15][CH:16]=3)=[CH:10][CH:9]=2)[C:5]([C:13]#[N:14])=[CH:6]1)[CH3:12]. The yield is 0.250. (2) The reactants are [Cl-].O[NH3+:3].[C:4](=[O:7])([O-])[OH:5].[Na+].CS(C)=O.[CH3:13][CH:14]([O:16][C:17]1[CH:22]=[CH:21][C:20]([N:23]2[C:28](=[O:29])[C:27]([CH2:30][C:31]3[CH:36]=[CH:35][C:34]([C:37]4[C:38]([C:43]#[N:44])=[CH:39][CH:40]=[CH:41][CH:42]=4)=[CH:33][CH:32]=3)=[C:26]([CH2:45][CH2:46][CH3:47])[N:25]3[N:48]=[CH:49][CH:50]=[C:24]23)=[CH:19][CH:18]=1)[CH3:15]. The catalyst is C(OCC)(=O)C. The product is [CH3:13][CH:14]([O:16][C:17]1[CH:18]=[CH:19][C:20]([N:23]2[C:28](=[O:29])[C:27]([CH2:30][C:31]3[CH:36]=[CH:35][C:34]([C:37]4[CH:42]=[CH:41][CH:40]=[CH:39][C:38]=4[C:43]4[NH:3][C:4](=[O:7])[O:5][N:44]=4)=[CH:33][CH:32]=3)=[C:26]([CH2:45][CH2:46][CH3:47])[N:25]3[N:48]=[CH:49][CH:50]=[C:24]23)=[CH:21][CH:22]=1)[CH3:15]. The yield is 0.690.